Task: Regression. Given a peptide amino acid sequence and an MHC pseudo amino acid sequence, predict their binding affinity value. This is MHC class II binding data.. Dataset: Peptide-MHC class II binding affinity with 134,281 pairs from IEDB (1) The peptide sequence is TIAATSFAAAGLAAL. The MHC is HLA-DPA10201-DPB10501 with pseudo-sequence HLA-DPA10201-DPB10501. The binding affinity (normalized) is 0.0966. (2) The peptide sequence is LKALTTKHPSLNIIT. The MHC is DRB1_1501 with pseudo-sequence DRB1_1501. The binding affinity (normalized) is 0.107. (3) The peptide sequence is VNWEVIIMDEAHFLDHHHHHH. The MHC is DRB3_0101 with pseudo-sequence DRB3_0101. The binding affinity (normalized) is 0.750. (4) The peptide sequence is LGGLWKTVSPHRSPI. The MHC is DRB1_0101 with pseudo-sequence DRB1_0101. The binding affinity (normalized) is 0.236. (5) The peptide sequence is KDKWIELKESWGAIW. The MHC is DRB1_0901 with pseudo-sequence DRB1_0901. The binding affinity (normalized) is 0.585. (6) The peptide sequence is VIDVKLVDANGTLHD. The binding affinity (normalized) is 0.283. The MHC is DRB1_1602 with pseudo-sequence DRB1_1602.